Dataset: Full USPTO retrosynthesis dataset with 1.9M reactions from patents (1976-2016). Task: Predict the reactants needed to synthesize the given product. (1) Given the product [Cl:15][C:16]1[CH:33]=[CH:32][C:19]2[N:20]([CH2:25][CH2:26][CH2:27][S:28]([CH3:31])(=[O:29])=[O:30])[C:21]([CH2:23][N:7]3[C:8]4[C:4](=[CH:3][C:2]([F:1])=[CH:10][CH:9]=4)[C:5]([S:11]([CH3:14])(=[O:12])=[O:13])=[CH:6]3)=[N:22][C:18]=2[CH:17]=1, predict the reactants needed to synthesize it. The reactants are: [F:1][C:2]1[CH:3]=[C:4]2[C:8](=[CH:9][CH:10]=1)[NH:7][CH:6]=[C:5]2[S:11]([CH3:14])(=[O:13])=[O:12].[Cl:15][C:16]1[CH:33]=[CH:32][C:19]2[N:20]([CH2:25][CH2:26][CH2:27][S:28]([CH3:31])(=[O:30])=[O:29])[C:21]([CH2:23]Cl)=[N:22][C:18]=2[CH:17]=1. (2) Given the product [Cl:1][C:2]1[N:7]=[C:6]([NH:8][CH2:9][C:10]2[CH:11]=[C:12]3[C:17](=[CH:18][CH:19]=2)[N:16]=[CH:15][CH:14]=[CH:13]3)[C:5]([NH2:20])=[CH:4][N:3]=1, predict the reactants needed to synthesize it. The reactants are: [Cl:1][C:2]1[N:7]=[C:6]([NH:8][CH2:9][C:10]2[CH:11]=[C:12]3[C:17](=[CH:18][CH:19]=2)[N:16]=[CH:15][CH:14]=[CH:13]3)[C:5]([N+:20]([O-])=O)=[CH:4][N:3]=1.Cl[Sn]Cl. (3) Given the product [F:1][C:2]1[CH:7]=[C:6]([B:8]2[O:12][C:11]([CH3:14])([CH3:13])[C:10]([CH3:15])([CH3:16])[O:9]2)[CH:5]=[CH:4][C:3]=1[CH:17]([CH:27]([CH3:29])[CH3:28])[CH2:18][N:19]([CH3:32])[C:20](=[O:26])[O:21][C:22]([CH3:25])([CH3:24])[CH3:23], predict the reactants needed to synthesize it. The reactants are: [F:1][C:2]1[CH:7]=[C:6]([B:8]2[O:12][C:11]([CH3:14])([CH3:13])[C:10]([CH3:16])([CH3:15])[O:9]2)[CH:5]=[CH:4][C:3]=1[CH:17]([CH:27]([CH3:29])[CH3:28])[CH2:18][NH:19][C:20](=[O:26])[O:21][C:22]([CH3:25])([CH3:24])[CH3:23].CI.[CH3:32][Si]([N-][Si](C)(C)C)(C)C.[Na+]. (4) Given the product [CH3:25][C:26]1[N:27]=[N:28][N:29]([CH:31]2[CH2:36][CH2:35][NH:34][CH2:33][CH2:32]2)[N:30]=1, predict the reactants needed to synthesize it. The reactants are: CS(OC1CCN(C(OC(C)(C)C)=O)CC1)(=O)=O.CC1N=NNN=1.[CH3:25][C:26]1[N:27]=[N:28][N:29]([CH:31]2[CH2:36][CH2:35][N:34](C(OC(C)(C)C)=O)[CH2:33][CH2:32]2)[N:30]=1.CC1N(C2CCN(C(OC(C)(C)C)=O)CC2)N=NN=1.